Task: Regression. Given two drug SMILES strings and cell line genomic features, predict the synergy score measuring deviation from expected non-interaction effect.. Dataset: NCI-60 drug combinations with 297,098 pairs across 59 cell lines (1) Drug 1: CNC(=O)C1=CC=CC=C1SC2=CC3=C(C=C2)C(=NN3)C=CC4=CC=CC=N4. Synergy scores: CSS=-10.2, Synergy_ZIP=1.75, Synergy_Bliss=-4.05, Synergy_Loewe=-8.58, Synergy_HSA=-8.23. Drug 2: CC(C)CN1C=NC2=C1C3=CC=CC=C3N=C2N. Cell line: NCI-H322M. (2) Drug 1: CCC1=C2CN3C(=CC4=C(C3=O)COC(=O)C4(CC)O)C2=NC5=C1C=C(C=C5)O. Drug 2: CS(=O)(=O)OCCCCOS(=O)(=O)C. Cell line: T-47D. Synergy scores: CSS=33.3, Synergy_ZIP=-3.69, Synergy_Bliss=5.96, Synergy_Loewe=-30.9, Synergy_HSA=3.61.